This data is from Forward reaction prediction with 1.9M reactions from USPTO patents (1976-2016). The task is: Predict the product of the given reaction. Given the reactants [Cl:1][C:2]1[CH:7]=[CH:6][C:5]([C:8]2([C:11]3[C:20]4[C:15](=[CH:16][CH:17]=[C:18]([OH:21])[CH:19]=4)[CH2:14][CH2:13][N:12]=3)[CH2:10][CH2:9]2)=[CH:4][CH:3]=1.[H-].[Na+].[C:24]([NH:31][CH2:32][CH2:33]Br)([O:26][C:27]([CH3:30])([CH3:29])[CH3:28])=[O:25], predict the reaction product. The product is: [Cl:1][C:2]1[CH:3]=[CH:4][C:5]([C:8]2([C:11]3[C:20]4[C:15](=[CH:16][CH:17]=[C:18]([O:21][CH2:33][CH2:32][NH:31][C:24](=[O:25])[O:26][C:27]([CH3:30])([CH3:29])[CH3:28])[CH:19]=4)[CH2:14][CH2:13][N:12]=3)[CH2:10][CH2:9]2)=[CH:6][CH:7]=1.